The task is: Predict the product of the given reaction.. This data is from Forward reaction prediction with 1.9M reactions from USPTO patents (1976-2016). Given the reactants [CH3:1][O:2][C:3]1[CH:4]=[CH:5][C:6]([N+:11]([O-:13])=[O:12])=[C:7]([CH:10]=1)[CH:8]=[O:9].C[Si](C)(C)[O:16][CH2:17][CH2:18]O[Si](C)(C)C.C(Cl)Cl, predict the reaction product. The product is: [CH3:1][O:2][C:3]1[CH:4]=[CH:5][C:6]([N+:11]([O-:13])=[O:12])=[C:7]([CH:8]2[O:16][CH2:17][CH2:18][O:9]2)[CH:10]=1.